Dataset: Experimentally validated miRNA-target interactions with 360,000+ pairs, plus equal number of negative samples. Task: Binary Classification. Given a miRNA mature sequence and a target amino acid sequence, predict their likelihood of interaction. (1) The miRNA is hsa-miR-5006-3p with sequence UUUCCCUUUCCAUCCUGGCAG. The protein sequence of the target gene is MKCHYEALGVRRDASEEELKKAYRKLALKWHPDKNLDNAAEAAEQFKLIQAAYDVLSDPQERAWYDNHREALLKGGFDGEYQDDSLDLLRYFTVTCYSGYGDDEKGFYTVYRNVFEMIAKEELESVLEEEVDDFPTFGDSQSDYDTVVHPFYAYWQSFCTQKNFAWKEEYDTRQASNRWEKRAMEKENKKIRDKARKEKNELVRQLVAFIRKRDKRVQAHRKLVEEQNAEKARKAEEMRRQQKLKQAKLVEQYREQSWMTMANLEKELQEMEARYEKEFGDGSDENEMEEHELKDEEDGK.... Result: 0 (no interaction). (2) The miRNA is hsa-miR-3612 with sequence AGGAGGCAUCUUGAGAAAUGGA. The protein sequence of the target gene is MRAPGRPALRPLPLPPLLLLLLAAPWGRAVPCVSGGLPKPANITFLSINMKNVLQWTPPEGLQGVKVTYTVQYFIYGQKKWLNKSECRNINRTYCDLSAETSDYEHQYYAKVKAIWGTKCSKWAESGRFYPFLETQIGPPEVALTTDEKSISVVLTAPEKWKRNPEDLPVSMQQIYSNLKYNVSVLNTKSNRTWSQCVTNHTLVLTWLEPNTLYCVHVESFVPGPPRRAQPSEKQCARTLKDQSSEFKAKIIFWYVLPVSITVFLFSVMGYSIYRYIHVGKEKHPANLILIYGNEFDKRF.... Result: 0 (no interaction). (3) The miRNA is mmu-miR-124-3p with sequence UAAGGCACGCGGUGAAUGCC. The protein sequence of the target gene is MARTTSQLYDAVPIQSSVVLCSCPSPSMVRSQTEPGSSPGIPSGVSRQGSTMDGTTAEARPSTNPLQQHPAQLPPQPRKKRPEDFKFGKILGEGSFSTVVLARELATSREYAIKILEKRHIIKENKVPYVTRERDVMSRLDHPFFVKLYFTFQDDEKLYFGLSYAKNGELLKYIRKIGSFDETCTRFYTAEIVSALEYLHGKGIIHRDLKPENILLNEDMHIQITDFGTAKVLSPESKQARANSFVGTAQYVSPELLTEKSACKSSDLWALGCIIYQLVAGLPPFRAGNEYLIFQKIIKL.... Result: 1 (interaction). (4) The miRNA is mmu-miR-24-3p with sequence UGGCUCAGUUCAGCAGGAACAG. The protein sequence of the target gene is MEEKTQIKTFLGSKLPKYGMKSVRSTLQPMPNGATVTLLGTSKSSNVKSYIKNNGSDCSLSHSFNWRKTNKYQLGSQNTAELNNIQSTHDKLIEPEQHAPAPGTLDGHGIKGGLKSASLFTSKLARPSTMFVSSAEELSQKSFSGPSNLGKFTKGTLLGRTSYSSVNAKSHLNAFYGNRSSGNVQKPRVNSCASRSSSGESLAQSPDNAKSITCEKMVRSQSFSHSIQNVFLPPSSITRSHSFNRAVDLTKPYQNQQLPVRVPLRSGMLTRSSLQSEVLNGNEHVGFGFNRPYAAAGKKL.... Result: 1 (interaction).